From a dataset of NCI-60 drug combinations with 297,098 pairs across 59 cell lines. Regression. Given two drug SMILES strings and cell line genomic features, predict the synergy score measuring deviation from expected non-interaction effect. (1) Drug 1: CC1C(C(=O)NC(C(=O)N2CCCC2C(=O)N(CC(=O)N(C(C(=O)O1)C(C)C)C)C)C(C)C)NC(=O)C3=C4C(=C(C=C3)C)OC5=C(C(=O)C(=C(C5=N4)C(=O)NC6C(OC(=O)C(N(C(=O)CN(C(=O)C7CCCN7C(=O)C(NC6=O)C(C)C)C)C)C(C)C)C)N)C. Drug 2: C1=NC2=C(N=C(N=C2N1C3C(C(C(O3)CO)O)F)Cl)N. Cell line: RXF 393. Synergy scores: CSS=-0.886, Synergy_ZIP=2.75, Synergy_Bliss=6.02, Synergy_Loewe=-0.787, Synergy_HSA=-0.674. (2) Drug 1: CC1=C(C=C(C=C1)NC(=O)C2=CC=C(C=C2)CN3CCN(CC3)C)NC4=NC=CC(=N4)C5=CN=CC=C5. Drug 2: COC1=C2C(=CC3=C1OC=C3)C=CC(=O)O2. Cell line: SN12C. Synergy scores: CSS=-8.16, Synergy_ZIP=2.89, Synergy_Bliss=-3.48, Synergy_Loewe=-5.20, Synergy_HSA=-8.62.